This data is from Peptide-MHC class I binding affinity with 185,985 pairs from IEDB/IMGT. The task is: Regression. Given a peptide amino acid sequence and an MHC pseudo amino acid sequence, predict their binding affinity value. This is MHC class I binding data. The binding affinity (normalized) is 0.0847. The peptide sequence is NHDGIQAGV. The MHC is HLA-B46:01 with pseudo-sequence HLA-B46:01.